This data is from Reaction yield outcomes from USPTO patents with 853,638 reactions. The task is: Predict the reaction yield, written as a fraction of the theoretical maximum amount of product (1.0 means a 100% yield; for example, 0.34 means a 34% yield). (1) The reactants are [F:1][C:2]1[CH:7]=[CH:6][C:5]([NH:8][C:9]2[C:14]3[C:15](=[O:18])[NH:16][CH2:17][C:13]=3[CH:12]=[C:11]([NH:19][C@@H:20]3[CH2:25][CH2:24][CH2:23][CH2:22][C@@H:21]3[NH:26]C(=O)OC(C)(C)C)[N:10]=2)=[CH:4][C:3]=1[CH3:34].C(O)(C(F)(F)F)=O. The catalyst is C(Cl)Cl. The product is [NH2:26][C@H:21]1[CH2:22][CH2:23][CH2:24][CH2:25][C@H:20]1[NH:19][C:11]1[N:10]=[C:9]([NH:8][C:5]2[CH:6]=[CH:7][C:2]([F:1])=[C:3]([CH3:34])[CH:4]=2)[C:14]2[C:15](=[O:18])[NH:16][CH2:17][C:13]=2[CH:12]=1. The yield is 0.0254. (2) The reactants are [Si:1]([O:8][C@H:9]1[CH2:13][C@H:12]([N:14]2[C:18]3[N:19]=[CH:20][N:21]=[C:22]([NH:23][C@@H:24]4[C:32]5[C:27](=[CH:28][CH:29]=[CH:30][CH:31]=5)[CH2:26][CH2:25]4)[C:17]=3[CH:16]=[CH:15]2)[CH2:11][C@H:10]1[CH2:33][CH:34]=[O:35])([C:4]([CH3:7])([CH3:6])[CH3:5])([CH3:3])[CH3:2].CO.[BH4-].[Na+]. No catalyst specified. The product is [Si:1]([O:8][C@H:9]1[CH2:13][C@H:12]([N:14]2[C:18]3[N:19]=[CH:20][N:21]=[C:22]([NH:23][C@@H:24]4[C:32]5[C:27](=[CH:28][CH:29]=[CH:30][CH:31]=5)[CH2:26][CH2:25]4)[C:17]=3[CH:16]=[CH:15]2)[CH2:11][C@H:10]1[CH2:33][CH2:34][OH:35])([C:4]([CH3:7])([CH3:6])[CH3:5])([CH3:2])[CH3:3]. The yield is 0.450. (3) The reactants are [Br:1][C:2]1[CH:3]=[C:4]2[C:23](=[CH:24][CH:25]=1)[C:7]1=[CH:8][C:9]3[C:10](=O)[C:11]4[CH:12]=[C:13]([Br:21])[CH:14]=[CH:15][C:16]=4[C:17](=O)[C:18]=3[CH:19]=[C:6]1[C:5]2([CH3:27])[CH3:26].I.O.II. The catalyst is C(O)(=O)C. The product is [Br:1][C:2]1[CH:3]=[C:4]2[C:23](=[CH:24][CH:25]=1)[C:7]1=[CH:8][C:9]3[CH:10]=[C:11]4[C:16](=[CH:17][C:18]=3[CH:19]=[C:6]1[C:5]2([CH3:27])[CH3:26])[CH:15]=[CH:14][C:13]([Br:21])=[CH:12]4. The yield is 0.590.